Dataset: Full USPTO retrosynthesis dataset with 1.9M reactions from patents (1976-2016). Task: Predict the reactants needed to synthesize the given product. (1) Given the product [Cl:1][C:2]1[N:11]=[C:10]([NH:22][C:19]2[NH:20][N:21]=[C:17]([CH:14]3[CH2:16][CH2:15]3)[CH:18]=2)[C:9]2[C:4](=[CH:5][CH:6]=[C:7]([I:13])[CH:8]=2)[N:3]=1, predict the reactants needed to synthesize it. The reactants are: [Cl:1][C:2]1[N:11]=[C:10](Cl)[C:9]2[C:4](=[CH:5][CH:6]=[C:7]([I:13])[CH:8]=2)[N:3]=1.[CH:14]1([C:17]2[CH:18]=[C:19]([NH2:22])[NH:20][N:21]=2)[CH2:16][CH2:15]1. (2) The reactants are: [CH:1]1([N:4]([CH3:52])[CH2:5]/[CH:6]=[CH:7]/[C:8]([N:10]2[CH2:14][CH2:13][C@@H:12]([NH:15][C:16]3[C:24]4[C:19](=[N:20][CH:21]=[CH:22][C:23]=4[O:25][C:26]4[CH:42]=[CH:41][C:29]([C:30]([NH:32][C:33]5[CH:38]=[C:37]([O:39][CH3:40])[CH:36]=[CH:35][N:34]=5)=[O:31])=[CH:28][CH:27]=4)[N:18](CC4C=CC(OC)=CC=4)[N:17]=3)[CH2:11]2)=[O:9])[CH2:3][CH2:2]1.C(O)(C(F)(F)F)=O. Given the product [CH:1]1([N:4]([CH3:52])[CH2:5]/[CH:6]=[CH:7]/[C:8]([N:10]2[CH2:14][CH2:13][C@@H:12]([NH:15][C:16]3[C:24]4[C:19](=[N:20][CH:21]=[CH:22][C:23]=4[O:25][C:26]4[CH:42]=[CH:41][C:29]([C:30]([NH:32][C:33]5[CH:38]=[C:37]([O:39][CH3:40])[CH:36]=[CH:35][N:34]=5)=[O:31])=[CH:28][CH:27]=4)[NH:18][N:17]=3)[CH2:11]2)=[O:9])[CH2:3][CH2:2]1, predict the reactants needed to synthesize it.